This data is from Forward reaction prediction with 1.9M reactions from USPTO patents (1976-2016). The task is: Predict the product of the given reaction. (1) Given the reactants Br[C:2]1[CH:6]([O:7][CH2:8][CH3:9])[O:5][C:4](=[O:10])[CH:3]=1.[N-:11]=[N+:12]=[N-:13].[Na+], predict the reaction product. The product is: [N:11]([C:2]1[CH:6]([O:7][CH2:8][CH3:9])[O:5][C:4](=[O:10])[CH:3]=1)=[N+:12]=[N-:13]. (2) Given the reactants C(N1C=CN=C1)([N:3]1C=CN=C1)=O.[CH3:13][O:14][C:15]1[CH:20]=[CH:19][C:18]([C:21]2[CH:26]=[CH:25][N:24]=[C:23]([C:27]([OH:29])=O)[N:22]=2)=[C:17]([CH3:30])[C:16]=1[CH:31]1[C:44]2[C:43](=[O:45])[CH2:42][C:41]([CH3:47])([CH3:46])[CH2:40][C:39]=2[O:38][C:37]2[CH2:36][C:35]([CH3:49])([CH3:48])[CH2:34][C:33](=[O:50])[C:32]1=2.O.N.O, predict the reaction product. The product is: [CH3:13][O:14][C:15]1[CH:20]=[CH:19][C:18]([C:21]2[CH:26]=[CH:25][N:24]=[C:23]([C:27]([NH2:3])=[O:29])[N:22]=2)=[C:17]([CH3:30])[C:16]=1[CH:31]1[C:32]2[C:33](=[O:50])[CH2:34][C:35]([CH3:48])([CH3:49])[CH2:36][C:37]=2[O:38][C:39]2[CH2:40][C:41]([CH3:47])([CH3:46])[CH2:42][C:43](=[O:45])[C:44]1=2. (3) Given the reactants [ClH:1].[C:2]([C:4]1[CH:5]=[C:6]([C@H:10]([NH:12]S(C(C)(C)C)=O)[CH3:11])[CH:7]=[CH:8][CH:9]=1)#[N:3], predict the reaction product. The product is: [ClH:1].[NH2:12][C@@H:10]([C:6]1[CH:5]=[C:4]([CH:9]=[CH:8][CH:7]=1)[C:2]#[N:3])[CH3:11]. (4) Given the reactants [Cl:1][C:2]1[CH:7]=[CH:6][C:5]([C:8]2[CH:13]=[CH:12][C:11]([OH:14])=[C:10]([C:15]3[CH:20]=[CH:19][N:18]=[N:17][CH:16]=3)[CH:9]=2)=[CH:4][C:3]=1[C:21]([F:24])([F:23])[F:22].C(=O)([O-])[O-].[K+].[K+].[Cl:31][C:32]1[C:33](F)=[CH:34][C:35]([F:58])=[C:36]([S:38]([N:41]([CH2:47][C:48]2[CH:53]=[CH:52][C:51]([O:54][CH3:55])=[CH:50][C:49]=2[O:56][CH3:57])[C:42]2[S:43][CH:44]=[N:45][N:46]=2)(=[O:40])=[O:39])[CH:37]=1, predict the reaction product. The product is: [Cl:31][C:32]1[C:33]([O:14][C:11]2[CH:12]=[CH:13][C:8]([C:5]3[CH:6]=[CH:7][C:2]([Cl:1])=[C:3]([C:21]([F:22])([F:24])[F:23])[CH:4]=3)=[CH:9][C:10]=2[C:15]2[CH:20]=[CH:19][N:18]=[N:17][CH:16]=2)=[CH:34][C:35]([F:58])=[C:36]([S:38]([N:41]([CH2:47][C:48]2[CH:53]=[CH:52][C:51]([O:54][CH3:55])=[CH:50][C:49]=2[O:56][CH3:57])[C:42]2[S:43][CH:44]=[N:45][N:46]=2)(=[O:39])=[O:40])[CH:37]=1. (5) Given the reactants [Cl:1][C:2]1[CH:7]=[CH:6][C:5]([N+:8]([O-:10])=[O:9])=[CH:4][C:3]=1[S:11]C#N.[BH4-].[Na+].Cl, predict the reaction product. The product is: [Cl:1][C:2]1[CH:7]=[CH:6][C:5]([N+:8]([O-:10])=[O:9])=[CH:4][C:3]=1[SH:11]. (6) Given the reactants [CH2:1]([O:3][C:4]1[CH:5]=[C:6]([CH:26]=[CH:27][CH:28]=1)[CH2:7][C:8]1[C:17]2[C:12](=[CH:13][C:14]([O:20][CH:21]([CH3:23])[CH3:22])=[C:15]([O:18][CH3:19])[CH:16]=2)[C:11]([CH:24]=[O:25])=[CH:10][N:9]=1)[CH3:2].[Se](=O)=[O:30].C(OCC)(=O)C.CCCCCC, predict the reaction product. The product is: [CH2:1]([O:3][C:4]1[CH:5]=[C:6]([CH:26]=[CH:27][CH:28]=1)[C:7]([C:8]1[C:17]2[C:12](=[CH:13][C:14]([O:20][CH:21]([CH3:23])[CH3:22])=[C:15]([O:18][CH3:19])[CH:16]=2)[C:11]([CH:24]=[O:25])=[CH:10][N:9]=1)=[O:30])[CH3:2].